From a dataset of Reaction yield outcomes from USPTO patents with 853,638 reactions. Predict the reaction yield, written as a fraction of the theoretical maximum amount of product (1.0 means a 100% yield; for example, 0.34 means a 34% yield). The reactants are [CH3:1][NH:2][C:3](=[O:23])[C:4](=[O:22])[CH2:5][CH2:6][CH2:7][CH2:8][CH2:9][CH2:10][C:11](=[O:21])[NH:12][NH:13][C:14]([C:16]1[S:17][CH:18]=[CH:19][CH:20]=1)=O.[OH-].COC(NS([N+](CC)(CC)CC)(=O)=O)=O. The catalyst is C1COCC1. The product is [CH3:1][NH:2][C:3](=[O:23])[C:4](=[O:22])[CH2:5][CH2:6][CH2:7][CH2:8][CH2:9][CH2:10][C:11]1[O:21][C:14]([C:16]2[S:17][CH:18]=[CH:19][CH:20]=2)=[N:13][N:12]=1. The yield is 0.310.